Dataset: Reaction yield outcomes from USPTO patents with 853,638 reactions. Task: Predict the reaction yield, written as a fraction of the theoretical maximum amount of product (1.0 means a 100% yield; for example, 0.34 means a 34% yield). (1) The reactants are [CH3:1][C:2]1[CH:7]=[CH:6][CH:5]=[CH:4][C:3]=1[C:8]([N:10]=[C:11]=[S:12])=[O:9].[CH3:13][O:14][C:15]1[CH:16]=[C:17]2[C:22](=[CH:23][C:24]=1[O:25][CH3:26])[N:21]=[CH:20][CH:19]=[C:18]2[O:27][C:28]1[CH:34]=[CH:33][C:31]([NH2:32])=[C:30]([CH3:35])[CH:29]=1.C1(C)C=CC=CC=1. The catalyst is C(O)C. The product is [CH3:13][O:14][C:15]1[CH:16]=[C:17]2[C:22](=[CH:23][C:24]=1[O:25][CH3:26])[N:21]=[CH:20][CH:19]=[C:18]2[O:27][C:28]1[CH:34]=[CH:33][C:31]([NH:32][C:11]([NH:10][C:8](=[O:9])[C:3]2[CH:4]=[CH:5][CH:6]=[CH:7][C:2]=2[CH3:1])=[S:12])=[C:30]([CH3:35])[CH:29]=1. The yield is 0.590. (2) The reactants are [CH3:1][O:2][C:3]1[CH:4]=[CH:5][C:6]([C:14](=O)[C:15]2[CH:20]=[C:19]([CH2:21][CH2:22][CH3:23])[C:18]([O:24][CH3:25])=[CH:17][C:16]=2[CH2:26][CH2:27][CH3:28])=[C:7]([O:9][N:10]=C(C)C)[CH:8]=1. The catalyst is C(#N)C.Cl. The product is [CH3:1][O:2][C:3]1[CH:4]=[CH:5][C:6]2[C:14]([C:15]3[CH:20]=[C:19]([CH2:21][CH2:22][CH3:23])[C:18]([O:24][CH3:25])=[CH:17][C:16]=3[CH2:26][CH2:27][CH3:28])=[N:10][O:9][C:7]=2[CH:8]=1. The yield is 0.870. (3) The reactants are [OH:1][C:2]1[CH:23]=[CH:22][C:5]([C:6]([NH:8][C:9]2[CH:10]=[C:11]([CH:18]=[CH:19][C:20]=2[CH3:21])[C:12]([NH:14][CH:15]2[CH2:17][CH2:16]2)=[O:13])=[O:7])=[CH:4][CH:3]=1.C(=O)([O-])[O-].[K+].[K+].[Br:30][CH2:31][C:32]1[CH:37]=[CH:36][CH:35]=[C:34]([CH2:38]Br)[N:33]=1.O. The catalyst is C(#N)C. The product is [Br:30][CH2:31][C:32]1[N:33]=[C:34]([CH2:38][O:1][C:2]2[CH:3]=[CH:4][C:5]([C:6]([NH:8][C:9]3[CH:10]=[C:11]([CH:18]=[CH:19][C:20]=3[CH3:21])[C:12]([NH:14][CH:15]3[CH2:16][CH2:17]3)=[O:13])=[O:7])=[CH:22][CH:23]=2)[CH:35]=[CH:36][CH:37]=1. The yield is 0.610. (4) The reactants are [CH2:1]([NH:8][N:9]1[C:17]2[C:12](=[N:13][CH:14]=[C:15]([C:18]3[CH:19]=[N:20][N:21]([CH:23]4[CH2:28][CH2:27][N:26](C(OC(C)(C)C)=O)[CH2:25][CH2:24]4)[CH:22]=3)[CH:16]=2)[CH:11]=[CH:10]1)[C:2]1[CH:7]=[CH:6][CH:5]=[CH:4][CH:3]=1.Cl. The catalyst is CO. The product is [CH2:1]([NH:8][N:9]1[C:17]2[C:12](=[N:13][CH:14]=[C:15]([C:18]3[CH:19]=[N:20][N:21]([CH:23]4[CH2:28][CH2:27][NH:26][CH2:25][CH2:24]4)[CH:22]=3)[CH:16]=2)[CH:11]=[CH:10]1)[C:2]1[CH:3]=[CH:4][CH:5]=[CH:6][CH:7]=1. The yield is 0.510.